Dataset: NCI-60 drug combinations with 297,098 pairs across 59 cell lines. Task: Regression. Given two drug SMILES strings and cell line genomic features, predict the synergy score measuring deviation from expected non-interaction effect. (1) Drug 1: C1=NC2=C(N1)C(=S)N=C(N2)N. Drug 2: CCN(CC)CCCC(C)NC1=C2C=C(C=CC2=NC3=C1C=CC(=C3)Cl)OC. Cell line: OVCAR3. Synergy scores: CSS=41.9, Synergy_ZIP=-3.84, Synergy_Bliss=-5.58, Synergy_Loewe=-14.1, Synergy_HSA=-4.10. (2) Drug 1: C1=CC(=CC=C1CCC2=CNC3=C2C(=O)NC(=N3)N)C(=O)NC(CCC(=O)O)C(=O)O. Drug 2: CC1=C2C(C(=O)C3(C(CC4C(C3C(C(C2(C)C)(CC1OC(=O)C(C(C5=CC=CC=C5)NC(=O)OC(C)(C)C)O)O)OC(=O)C6=CC=CC=C6)(CO4)OC(=O)C)O)C)O. Cell line: OVCAR3. Synergy scores: CSS=58.1, Synergy_ZIP=-0.792, Synergy_Bliss=-0.949, Synergy_Loewe=2.47, Synergy_HSA=5.69. (3) Drug 1: C1=C(C(=O)NC(=O)N1)N(CCCl)CCCl. Drug 2: CCCS(=O)(=O)NC1=C(C(=C(C=C1)F)C(=O)C2=CNC3=C2C=C(C=N3)C4=CC=C(C=C4)Cl)F. Cell line: ACHN. Synergy scores: CSS=61.0, Synergy_ZIP=-4.87, Synergy_Bliss=-6.57, Synergy_Loewe=-7.35, Synergy_HSA=-5.28. (4) Drug 2: CC1=CC2C(CCC3(C2CCC3(C(=O)C)OC(=O)C)C)C4(C1=CC(=O)CC4)C. Drug 1: CC1OCC2C(O1)C(C(C(O2)OC3C4COC(=O)C4C(C5=CC6=C(C=C35)OCO6)C7=CC(=C(C(=C7)OC)O)OC)O)O. Cell line: SF-295. Synergy scores: CSS=53.0, Synergy_ZIP=4.80, Synergy_Bliss=4.55, Synergy_Loewe=-34.9, Synergy_HSA=2.46. (5) Drug 1: CC12CCC(CC1=CCC3C2CCC4(C3CC=C4C5=CN=CC=C5)C)O. Drug 2: CC1C(C(=O)NC(C(=O)N2CCCC2C(=O)N(CC(=O)N(C(C(=O)O1)C(C)C)C)C)C(C)C)NC(=O)C3=C4C(=C(C=C3)C)OC5=C(C(=O)C(=C(C5=N4)C(=O)NC6C(OC(=O)C(N(C(=O)CN(C(=O)C7CCCN7C(=O)C(NC6=O)C(C)C)C)C)C(C)C)C)N)C. Cell line: UACC62. Synergy scores: CSS=43.7, Synergy_ZIP=21.1, Synergy_Bliss=22.6, Synergy_Loewe=23.2, Synergy_HSA=22.9. (6) Drug 1: C1=CC(=CC=C1C#N)C(C2=CC=C(C=C2)C#N)N3C=NC=N3. Drug 2: CC1C(C(=O)NC(C(=O)N2CCCC2C(=O)N(CC(=O)N(C(C(=O)O1)C(C)C)C)C)C(C)C)NC(=O)C3=C4C(=C(C=C3)C)OC5=C(C(=O)C(=C(C5=N4)C(=O)NC6C(OC(=O)C(N(C(=O)CN(C(=O)C7CCCN7C(=O)C(NC6=O)C(C)C)C)C)C(C)C)C)N)C. Cell line: MDA-MB-231. Synergy scores: CSS=2.02, Synergy_ZIP=-0.272, Synergy_Bliss=0.0879, Synergy_Loewe=-0.482, Synergy_HSA=-0.519. (7) Drug 1: CS(=O)(=O)CCNCC1=CC=C(O1)C2=CC3=C(C=C2)N=CN=C3NC4=CC(=C(C=C4)OCC5=CC(=CC=C5)F)Cl. Drug 2: C1CCC(C(C1)N)N.C(=O)(C(=O)[O-])[O-].[Pt+4]. Cell line: HT29. Synergy scores: CSS=55.2, Synergy_ZIP=-4.26, Synergy_Bliss=-3.55, Synergy_Loewe=-5.53, Synergy_HSA=0.757. (8) Drug 1: CS(=O)(=O)C1=CC(=C(C=C1)C(=O)NC2=CC(=C(C=C2)Cl)C3=CC=CC=N3)Cl. Drug 2: CN(C)C1=NC(=NC(=N1)N(C)C)N(C)C. Cell line: OVCAR-8. Synergy scores: CSS=-2.58, Synergy_ZIP=5.57, Synergy_Bliss=-1.59, Synergy_Loewe=-12.8, Synergy_HSA=-6.77.